Predict the product of the given reaction. From a dataset of Forward reaction prediction with 1.9M reactions from USPTO patents (1976-2016). (1) The product is: [CH3:1][O:2][C:3]1[CH:4]=[C:5]([CH:28]=[CH:29][C:30]=1[O:31][CH3:32])[CH2:6][C:7]1[N:11]([C:12]2[CH:17]=[C:16]([CH2:18][CH2:19][C:20]3[CH:25]=[CH:24][C:23]([CH3:26])=[CH:22][N:21]=3)[N:15]=[C:14]([CH3:27])[N:13]=2)[N:10]=[CH:9][N:8]=1. Given the reactants [CH3:1][O:2][C:3]1[CH:4]=[C:5]([CH:28]=[CH:29][C:30]=1[O:31][CH3:32])[CH2:6][C:7]1[N:11]([C:12]2[CH:17]=[C:16]([C:18]#[C:19][C:20]3[CH:25]=[CH:24][C:23]([CH3:26])=[CH:22][N:21]=3)[N:15]=[C:14]([CH3:27])[N:13]=2)[N:10]=[CH:9][N:8]=1, predict the reaction product. (2) Given the reactants [CH3:1]C(OI1(OC(C)=O)(OC(C)=O)OC(=O)C2C=CC=CC1=2)=O.[OH:23][CH:24]1[CH:40]([NH:41][C:42]([C@@H:44]([NH:49][C:50]([C:52]2[O:53][C:54]3[CH:60]=[CH:59][CH:58]=[CH:57][C:55]=3[CH:56]=2)=[O:51])[CH2:45][CH:46]([CH3:48])C)=[O:43])[CH2:39][CH2:38][N:27]2[C:28](=[O:37])[C:29]3[CH:30]=[CH:31][CH:32]=[CH:33][C:34]=3[C:35](=[O:36])[N:26]2[CH2:25]1, predict the reaction product. The product is: [CH3:1][CH2:48][CH2:46][CH2:45][C@H:44]([NH:49][C:50]([C:52]1[O:53][C:54]2[CH:60]=[CH:59][CH:58]=[CH:57][C:55]=2[CH:56]=1)=[O:51])[C:42](=[O:43])[NH:41][C@H:40]1[CH2:39][CH2:38][N:27]2[C:28](=[O:37])[C:29]3[CH:30]=[CH:31][CH:32]=[CH:33][C:34]=3[C:35](=[O:36])[N:26]2[CH2:25][C:24]1=[O:23]. (3) Given the reactants FC(F)(F)S(O[C:7]1[C:16]2[C:11](=[CH:12][C:13]([F:17])=[CH:14][CH:15]=2)[N:10]([CH2:18][CH2:19][N:20]2[CH2:25][CH2:24][CH:23]([NH:26][C:27]([O:29][C:30]([CH3:33])([CH3:32])[CH3:31])=[O:28])[CH2:22][CH2:21]2)[C:9](=[O:34])[CH:8]=1)(=O)=O.[CH3:37][N:38](C=O)C, predict the reaction product. The product is: [C:37]([C:7]1[C:16]2[C:11](=[CH:12][C:13]([F:17])=[CH:14][CH:15]=2)[N:10]([CH2:18][CH2:19][N:20]2[CH2:21][CH2:22][CH:23]([NH:26][C:27](=[O:28])[O:29][C:30]([CH3:32])([CH3:31])[CH3:33])[CH2:24][CH2:25]2)[C:9](=[O:34])[CH:8]=1)#[N:38]. (4) The product is: [C:13]1([C:3]2([OH:4])[C:11]3[C:6](=[CH:7][CH:8]=[CH:9][CH:10]=3)[CH2:5][NH:2][CH2:1]2)[CH:18]=[CH:17][CH:16]=[CH:15][CH:14]=1. Given the reactants [C:1]([C:3]1([C:13]2[CH:18]=[CH:17][CH:16]=[CH:15][CH:14]=2)[C:11]2[C:6](=[CH:7][CH:8]=[CH:9][CH:10]=2)[C:5](=O)[O:4]1)#[N:2].C1(C)C=CC=CC=1.[H-].[Al+3].[Li+].[H-].[H-].[H-], predict the reaction product. (5) Given the reactants Br[CH2:2][C:3]([O:5][CH2:6][CH3:7])=[O:4].[CH3:8][C@@H:9]([NH2:16])[C:10]1[CH:15]=[CH:14][CH:13]=[CH:12][CH:11]=1.C(N(C(C)C)C(C)C)C, predict the reaction product. The product is: [C:10]1([C@H:9]([NH:16][CH2:2][C:3]([O:5][CH2:6][CH3:7])=[O:4])[CH3:8])[CH:15]=[CH:14][CH:13]=[CH:12][CH:11]=1.